From a dataset of NCI-60 drug combinations with 297,098 pairs across 59 cell lines. Regression. Given two drug SMILES strings and cell line genomic features, predict the synergy score measuring deviation from expected non-interaction effect. (1) Drug 1: CCCCC(=O)OCC(=O)C1(CC(C2=C(C1)C(=C3C(=C2O)C(=O)C4=C(C3=O)C=CC=C4OC)O)OC5CC(C(C(O5)C)O)NC(=O)C(F)(F)F)O. Drug 2: CC1C(C(CC(O1)OC2CC(CC3=C2C(=C4C(=C3O)C(=O)C5=CC=CC=C5C4=O)O)(C(=O)C)O)N)O. Cell line: COLO 205. Synergy scores: CSS=49.7, Synergy_ZIP=0.943, Synergy_Bliss=0.486, Synergy_Loewe=-9.89, Synergy_HSA=-0.479. (2) Drug 1: CS(=O)(=O)CCNCC1=CC=C(O1)C2=CC3=C(C=C2)N=CN=C3NC4=CC(=C(C=C4)OCC5=CC(=CC=C5)F)Cl. Drug 2: CC1CCCC2(C(O2)CC(NC(=O)CC(C(C(=O)C(C1O)C)(C)C)O)C(=CC3=CSC(=N3)C)C)C. Cell line: OVCAR-4. Synergy scores: CSS=49.6, Synergy_ZIP=4.75, Synergy_Bliss=4.29, Synergy_Loewe=-9.80, Synergy_HSA=6.00. (3) Drug 1: CN(C)C1=NC(=NC(=N1)N(C)C)N(C)C. Drug 2: CN1C(=O)N2C=NC(=C2N=N1)C(=O)N. Cell line: A549. Synergy scores: CSS=-6.64, Synergy_ZIP=4.30, Synergy_Bliss=2.56, Synergy_Loewe=-3.99, Synergy_HSA=-3.40. (4) Drug 1: C1CC(=O)NC(=O)C1N2C(=O)C3=CC=CC=C3C2=O. Drug 2: C1CNP(=O)(OC1)N(CCCl)CCCl. Cell line: HS 578T. Synergy scores: CSS=-5.52, Synergy_ZIP=2.50, Synergy_Bliss=0.574, Synergy_Loewe=-3.50, Synergy_HSA=-3.76. (5) Drug 1: CCCS(=O)(=O)NC1=C(C(=C(C=C1)F)C(=O)C2=CNC3=C2C=C(C=N3)C4=CC=C(C=C4)Cl)F. Drug 2: CC12CCC(CC1=CCC3C2CCC4(C3CC=C4C5=CN=CC=C5)C)O. Cell line: HOP-62. Synergy scores: CSS=6.96, Synergy_ZIP=-0.508, Synergy_Bliss=6.09, Synergy_Loewe=3.41, Synergy_HSA=3.87. (6) Drug 1: CN1C2=C(C=C(C=C2)N(CCCl)CCCl)N=C1CCCC(=O)O.Cl. Drug 2: C1CCC(C(C1)N)N.C(=O)(C(=O)[O-])[O-].[Pt+4]. Cell line: HOP-62. Synergy scores: CSS=15.0, Synergy_ZIP=-7.66, Synergy_Bliss=-0.839, Synergy_Loewe=-6.75, Synergy_HSA=0.614. (7) Drug 2: CN(CCCl)CCCl.Cl. Drug 1: C1C(C(OC1N2C=C(C(=O)NC2=O)F)CO)O. Synergy scores: CSS=40.2, Synergy_ZIP=-6.30, Synergy_Bliss=1.09, Synergy_Loewe=-1.64, Synergy_HSA=1.52. Cell line: DU-145. (8) Drug 1: C1=CC(=CC=C1CCCC(=O)O)N(CCCl)CCCl. Drug 2: CN1C(=O)N2C=NC(=C2N=N1)C(=O)N. Cell line: PC-3. Synergy scores: CSS=10.2, Synergy_ZIP=-4.74, Synergy_Bliss=-5.78, Synergy_Loewe=-9.96, Synergy_HSA=-6.23. (9) Drug 2: COCCOC1=C(C=C2C(=C1)C(=NC=N2)NC3=CC=CC(=C3)C#C)OCCOC.Cl. Synergy scores: CSS=6.54, Synergy_ZIP=3.74, Synergy_Bliss=6.00, Synergy_Loewe=0.551, Synergy_HSA=1.65. Cell line: MALME-3M. Drug 1: CC1=CC2C(CCC3(C2CCC3(C(=O)C)OC(=O)C)C)C4(C1=CC(=O)CC4)C. (10) Drug 1: CC=C1C(=O)NC(C(=O)OC2CC(=O)NC(C(=O)NC(CSSCCC=C2)C(=O)N1)C(C)C)C(C)C. Drug 2: CC(C)NC(=O)C1=CC=C(C=C1)CNNC.Cl. Cell line: PC-3. Synergy scores: CSS=58.7, Synergy_ZIP=1.42, Synergy_Bliss=0.186, Synergy_Loewe=-71.4, Synergy_HSA=-0.276.